Dataset: Full USPTO retrosynthesis dataset with 1.9M reactions from patents (1976-2016). Task: Predict the reactants needed to synthesize the given product. Given the product [CH2:1]([O:8][C:9]1[CH:37]=[CH:36][C:12]([NH:13][C:14]2[C:23]3[C:18](=[CH:19][C:20]([O:31][CH2:32][CH3:33])=[C:21]([NH:24][C:25](=[O:30])[CH2:26][CH:27]([N:62]4[CH2:63][CH2:64][CH2:65][CH2:66]4)[CH2:28][N:77]4[CH2:81][CH2:80][CH2:79][CH2:78]4)[CH:22]=3)[N:17]=[CH:16][C:15]=2[C:34]#[N:35])=[CH:11][C:10]=1[Cl:38])[C:2]1[CH:7]=[CH:6][CH:5]=[CH:4][CH:3]=1, predict the reactants needed to synthesize it. The reactants are: [CH2:1]([O:8][C:9]1[CH:37]=[CH:36][C:12]([NH:13][C:14]2[C:23]3[C:18](=[CH:19][C:20]([O:31][CH2:32][CH3:33])=[C:21]([NH:24][C:25](=[O:30])/[CH:26]=[CH:27]/[CH2:28]Cl)[CH:22]=3)[N:17]=[CH:16][C:15]=2[C:34]#[N:35])=[CH:11][C:10]=1[Cl:38])[C:2]1[CH:7]=[CH:6][CH:5]=[CH:4][CH:3]=1.C(OC1C=CC(NC2C3C(=CC(OCC)=C([NH:62][C:63](=O)/[CH:64]=[CH:65]/[CH2:66]Br)C=3)N=CC=2C#N)=CC=1Cl)C1C=CC=CC=1.[NH:77]1[CH2:81][CH2:80][CH2:79][CH2:78]1.C(=O)(O)[O-].[Na+].